This data is from Forward reaction prediction with 1.9M reactions from USPTO patents (1976-2016). The task is: Predict the product of the given reaction. Given the reactants CS(O[CH2:6][CH2:7][N:8]1[CH:12]=[C:11]([C:13]2[CH:18]=[C:17]([C:19]([O:21]C)=[O:20])[CH:16]=[CH:15][N:14]=2)[N:10]=[CH:9]1)(=O)=O.[CH2:23]1[C:31]2[C:26](=[CH:27][CH:28]=[CH:29][CH:30]=2)[CH2:25][NH:24]1, predict the reaction product. The product is: [CH2:23]1[C:31]2[C:26](=[CH:27][CH:28]=[CH:29][CH:30]=2)[CH2:25][N:24]1[CH2:6][CH2:7][N:8]1[CH:12]=[C:11]([C:13]2[CH:18]=[C:17]([C:19]([OH:21])=[O:20])[CH:16]=[CH:15][N:14]=2)[N:10]=[CH:9]1.